From a dataset of Reaction yield outcomes from USPTO patents with 853,638 reactions. Predict the reaction yield, written as a fraction of the theoretical maximum amount of product (1.0 means a 100% yield; for example, 0.34 means a 34% yield). (1) The reactants are [F:1][C:2]1[CH:3]=[C:4]2[C:9](=[CH:10][CH:11]=1)[N:8]=[C:7]([C:12]1[CH:17]=[CH:16][CH:15]=[CH:14][C:13]=1[OH:18])[N:6]([CH2:19][CH2:20][C:21]1[CH:26]=[CH:25][CH:24]=[C:23]([F:27])[CH:22]=1)[C:5]2=[O:28].[C:29]([N:36]([CH2:38][C:39](O)=[O:40])[CH3:37])([O:31][C:32]([CH3:35])([CH3:34])[CH3:33])=[O:30]. The catalyst is N1C=CC=CC=1.C(OC(=O)C)C. The product is [F:1][C:2]1[CH:3]=[C:4]2[C:9](=[CH:10][CH:11]=1)[N:8]=[C:7]([C:12]1[CH:17]=[CH:16][CH:15]=[CH:14][C:13]=1[O:18][C:39](=[O:40])[CH2:38][N:36]([C:29]([O:31][C:32]([CH3:34])([CH3:33])[CH3:35])=[O:30])[CH3:37])[N:6]([CH2:19][CH2:20][C:21]1[CH:26]=[CH:25][CH:24]=[C:23]([F:27])[CH:22]=1)[C:5]2=[O:28]. The yield is 0.410. (2) The reactants are [O:1]([C:8]1[CH:13]=[CH:12][C:11]([C:14]2[C:18]([C:19]([NH2:21])=[O:20])=[CH:17][N:16]([CH:22]3[CH2:26][CH2:25][NH:24][CH2:23]3)[N:15]=2)=[CH:10][CH:9]=1)[C:2]1[CH:7]=[CH:6][CH:5]=[CH:4][CH:3]=1.[C:27](Cl)(=[O:30])[CH:28]=[CH2:29]. The catalyst is C(Cl)Cl. The product is [C:27]([N:24]1[CH2:25][CH2:26][CH:22]([N:16]2[CH:17]=[C:18]([C:19]([NH2:21])=[O:20])[C:14]([C:11]3[CH:12]=[CH:13][C:8]([O:1][C:2]4[CH:7]=[CH:6][CH:5]=[CH:4][CH:3]=4)=[CH:9][CH:10]=3)=[N:15]2)[CH2:23]1)(=[O:30])[CH:28]=[CH2:29]. The yield is 0.350. (3) The reactants are [CH:1]([N:4]1[C:8]([C:9]2[N:10]=[C:11]3[C:17]4[CH:18]=[CH:19][C:20]([C:22]5[N:23]=[CH:24][N:25]([CH2:27][CH2:28][O:29]C6CCCCO6)[CH:26]=5)=[CH:21][C:16]=4[O:15][CH2:14][CH2:13][N:12]3[CH:36]=2)=[N:7][CH:6]=[N:5]1)([CH3:3])[CH3:2].Cl.O1CCOCC1. The catalyst is CCO. The product is [CH:1]([N:4]1[C:8]([C:9]2[N:10]=[C:11]3[C:17]4[CH:18]=[CH:19][C:20]([C:22]5[N:23]=[CH:24][N:25]([CH2:27][CH2:28][OH:29])[CH:26]=5)=[CH:21][C:16]=4[O:15][CH2:14][CH2:13][N:12]3[CH:36]=2)=[N:7][CH:6]=[N:5]1)([CH3:3])[CH3:2]. The yield is 0.560. (4) The reactants are [F:1][C:2]1[CH:11]=[C:10]([C@H:12]2[CH2:21][C:20](=O)[C:19]3[C:14](=[CH:15][C:16]([O:23][CH3:24])=[CH:17][CH:18]=3)[O:13]2)[CH:9]=[CH:8][C:3]=1[C:4]([O:6][CH3:7])=[O:5].C([O-])(=O)C.[Na+].Cl.[CH3:31][O:32][NH2:33]. The catalyst is CO. The product is [F:1][C:2]1[CH:11]=[C:10]([C@H:12]2[CH2:21][C:20](=[N:33][O:32][CH3:31])[C:19]3[C:14](=[CH:15][C:16]([O:23][CH3:24])=[CH:17][CH:18]=3)[O:13]2)[CH:9]=[CH:8][C:3]=1[C:4]([O:6][CH3:7])=[O:5]. The yield is 0.910. (5) The reactants are [CH:1]1([C@H:5]([NH:13][C:14]([CH2:16][C:17]2[CH:25]=[C:24]([F:26])[CH:23]=[C:22]([F:27])[C:18]=2[C:19]([OH:21])=[O:20])=[O:15])[C:6]2[CH:11]=[CH:10][CH:9]=[C:8]([F:12])[CH:7]=2)[CH2:4][CH2:3][CH2:2]1.[C:28](C1C2C=C(F)C=C(F)C=2C(=O)OC=1N[C@@H](C1CCC1)C1C=CC=C(F)C=1)(=[O:30])[CH3:29].C1([C@H](NC(C2C3C=C(F)C=C(F)C=3C(=O)OC=2C)=O)C2C=CC=C(F)C=2)CCC1.[OH-].[Na+]. The catalyst is C(OC(=O)C)(=O)C.O1CCCC1. The product is [CH:1]1([C@H:5]([NH:13][C:14]([CH:16]([C:17]2[CH:25]=[C:24]([F:26])[CH:23]=[C:22]([F:27])[C:18]=2[C:19]([OH:21])=[O:20])[C:28](=[O:30])[CH3:29])=[O:15])[C:6]2[CH:11]=[CH:10][CH:9]=[C:8]([F:12])[CH:7]=2)[CH2:4][CH2:3][CH2:2]1. The yield is 0.420. (6) The reactants are Br[C:2]1[CH:3]=[C:4]2[C:8](=[CH:9][CH:10]=1)[NH:7][N:6]=[C:5]2[C:11]([N:13]1[CH2:18][CH2:17][CH:16]([C:19]2[CH:24]=[CH:23][CH:22]=[CH:21][C:20]=2[C:25]([F:28])([F:27])[F:26])[CH2:15][CH2:14]1)=[O:12].[C:29]([Cu])#[N:30].CN1C(=O)CCC1. The catalyst is Cl.O. The product is [F:27][C:25]([F:26])([F:28])[C:20]1[CH:21]=[CH:22][CH:23]=[CH:24][C:19]=1[CH:16]1[CH2:17][CH2:18][N:13]([C:11]([C:5]2[C:4]3[C:8](=[CH:9][CH:10]=[C:2]([C:29]#[N:30])[CH:3]=3)[NH:7][N:6]=2)=[O:12])[CH2:14][CH2:15]1. The yield is 0.220. (7) The reactants are Br[C:2]1[CH:3]=[N:4][N:5]2[CH:10]=[CH:9][C:8]([C:11]([N:13]([C:15]3[CH:20]=[CH:19][C:18]([C:21]#[N:22])=[CH:17][CH:16]=3)[CH3:14])=[O:12])=[CH:7][C:6]=12.[F:23][C:24]1[C:25]([NH2:39])=[N:26][CH:27]=[C:28](B2OC(C)(C)C(C)(C)O2)[CH:29]=1.C([O-])([O-])=O.[Na+].[Na+]. The catalyst is O1CCOCC1.[Pd].C1(P(C2C=CC=CC=2)C2C=CC=CC=2)C=CC=CC=1.C1(P(C2C=CC=CC=2)C2C=CC=CC=2)C=CC=CC=1.C1(P(C2C=CC=CC=2)C2C=CC=CC=2)C=CC=CC=1.C1(P(C2C=CC=CC=2)C2C=CC=CC=2)C=CC=CC=1. The product is [NH2:39][C:25]1[N:26]=[CH:27][C:28]([C:2]2[CH:3]=[N:4][N:5]3[CH:10]=[CH:9][C:8]([C:11]([N:13]([C:15]4[CH:20]=[CH:19][C:18]([C:21]#[N:22])=[CH:17][CH:16]=4)[CH3:14])=[O:12])=[CH:7][C:6]=23)=[CH:29][C:24]=1[F:23]. The yield is 0.370.